This data is from Catalyst prediction with 721,799 reactions and 888 catalyst types from USPTO. The task is: Predict which catalyst facilitates the given reaction. (1) Reactant: Cl[C:2]1[N:27]=[C:26]([CH3:28])[CH:25]=[CH:24][C:3]=1[C:4]([NH:6][C:7]1[CH:12]=[CH:11][C:10]([N:13]([CH:22]=[O:23])[CH2:14][CH2:15][C:16]2[CH:21]=[CH:20][CH:19]=[CH:18][N:17]=2)=[CH:9][CH:8]=1)=[O:5].[CH3:29][CH:30]1[CH2:35][CH2:34][NH:33][CH2:32][CH2:31]1.C(OCC)(=O)C.O. The catalyst class is: 7. Product: [CH:22]([N:13]([CH2:14][CH2:15][C:16]1[CH:21]=[CH:20][CH:19]=[CH:18][N:17]=1)[C:10]1[CH:11]=[CH:12][C:7]([NH:6][C:4](=[O:5])[C:3]2[CH:24]=[CH:25][C:26]([CH3:28])=[N:27][C:2]=2[N:33]2[CH2:34][CH2:35][CH:30]([CH3:29])[CH2:31][CH2:32]2)=[CH:8][CH:9]=1)=[O:23]. (2) Reactant: [Cl:1][C:2]1[CH:7]=[C:6]([CH3:8])[CH:5]=[C:4]([Cl:9])[C:3]=1[N:10]1[C:18]2[C:13](=[CH:14][C:15]([CH3:19])=[CH:16][CH:17]=2)[CH2:12][C:11]1=[O:20].C([OH:23])C.[OH-].[Na+].Cl. Product: [CH3:19][C:15]1[CH:16]=[CH:17][C:18]([NH:10][C:3]2[C:2]([Cl:1])=[CH:7][C:6]([CH3:8])=[CH:5][C:4]=2[Cl:9])=[C:13]([CH2:12][C:11]([OH:20])=[O:23])[CH:14]=1. The catalyst class is: 6. (3) Reactant: C(OC(=O)[NH:7][C@H:8]([CH2:23][O:24][CH3:25])[CH2:9][CH2:10][N:11]1[CH2:14][CH:13]([O:15][C:16]2[CH:21]=[CH:20][C:19]([Cl:22])=[CH:18][CH:17]=2)[CH2:12]1)(C)(C)C.FC(F)(F)C(O)=O. Product: [Cl:22][C:19]1[CH:18]=[CH:17][C:16]([O:15][CH:13]2[CH2:14][N:11]([CH2:10][CH2:9][C@H:8]([NH2:7])[CH2:23][O:24][CH3:25])[CH2:12]2)=[CH:21][CH:20]=1. The catalyst class is: 4. (4) The catalyst class is: 10. Reactant: Br[CH2:2][C:3]1[N:7]([CH3:8])[N:6]([CH:9]2[CH2:14][CH2:13][CH2:12][CH2:11][CH2:10]2)[C:5](=[O:15])[CH:4]=1.[Cl:16][C:17]1[CH:22]=[CH:21][C:20]([N:23]2[CH2:28][CH2:27][NH:26][CH2:25][CH2:24]2)=[C:19]([O:29][CH3:30])[CH:18]=1.[C:31](=O)([O-])[O-:32].[K+].[K+]. Product: [Cl:16][C:17]1[CH:22]=[CH:21][C:20]([N:23]2[CH2:24][CH2:25][N:26]([CH2:2][C:3]3[N:7]([CH3:8])[N:6]([CH:9]4[CH2:14][CH2:13][CH2:12][CH2:11][CH2:10]4)[C:5](=[O:15])[C:4]=3[O:32][CH3:31])[CH2:27][CH2:28]2)=[C:19]([O:29][CH3:30])[CH:18]=1. (5) Reactant: [F:1][C:2]1[CH:3]=[C:4]2[C:8](=[CH:9][CH:10]=1)[N:7]([CH2:11][C:12]([O:14]C)=[O:13])[C:6]([CH3:16])=[C:5]2[CH2:17][C:18]1[CH:23]=[CH:22][C:21](=[O:24])[N:20]([CH2:25][C:26]2[CH:31]=[CH:30][C:29]([C:32]([F:35])([F:34])[F:33])=[CH:28][CH:27]=2)[N:19]=1.C1COCC1.[OH-].[Li+].Cl. Product: [F:1][C:2]1[CH:3]=[C:4]2[C:8](=[CH:9][CH:10]=1)[N:7]([CH2:11][C:12]([OH:14])=[O:13])[C:6]([CH3:16])=[C:5]2[CH2:17][C:18]1[CH:23]=[CH:22][C:21](=[O:24])[N:20]([CH2:25][C:26]2[CH:27]=[CH:28][C:29]([C:32]([F:35])([F:33])[F:34])=[CH:30][CH:31]=2)[N:19]=1. The catalyst class is: 72. (6) Reactant: [CH3:1][S:2]([CH2:5][CH2:6][NH:7][CH2:8][C:9]1[O:13][C:12]([C:14]2[CH:15]=[C:16]3[C:21](=[CH:22][CH:23]=2)[N:20]=[CH:19][N:18]=[C:17]3O)=[CH:11][CH:10]=1)(=[O:4])=[O:3].P(Cl)(Cl)(O[Cl:28])=O.C1(C)C=CC=CC=1.C(N(CC)CC)C. Product: [Cl:28][C:17]1[C:16]2[C:21](=[CH:22][CH:23]=[C:14]([C:12]3[O:13][C:9]([CH2:8][NH:7][CH2:6][CH2:5][S:2]([CH3:1])(=[O:4])=[O:3])=[CH:10][CH:11]=3)[CH:15]=2)[N:20]=[CH:19][N:18]=1. The catalyst class is: 195. (7) Reactant: [CH:1]1[CH:6]=[C:5]2[C:7]([CH:10]=O)=[CH:8][S:9][C:4]2=[CH:3][CH:2]=1.[S:12]([NH2:16])([NH2:15])(=[O:14])=[O:13].S(=O)(=O)(O)N.[BH4-].[Li+].Cl. The catalyst class is: 1. Product: [S:9]1[CH:8]=[C:7]([CH2:10][NH:15][S:12]([NH2:16])(=[O:14])=[O:13])[C:5]2[CH:6]=[CH:1][CH:2]=[CH:3][C:4]1=2.